Dataset: Reaction yield outcomes from USPTO patents with 853,638 reactions. Task: Predict the reaction yield, written as a fraction of the theoretical maximum amount of product (1.0 means a 100% yield; for example, 0.34 means a 34% yield). The reactants are [CH:1]1([CH2:4][N:5]2[CH2:10][CH2:9][C:8]([CH2:18][NH:19][C:20](=[O:30])[CH2:21][C:22]3[CH:27]=[C:26]([F:28])[CH:25]=[C:24]([F:29])[CH:23]=3)([C:11]3[CH:16]=[CH:15][C:14](I)=[CH:13][CH:12]=3)[CH2:7][CH2:6]2)[CH2:3][CH2:2]1.[C:31]([C:33]1[CH:34]=[C:35](B(O)O)[CH:36]=[CH:37][CH:38]=1)#[N:32].C([O-])([O-])=O.[Na+].[Na+].CCO. The catalyst is C1(C)C=CC=CC=1.C1C=CC([P]([Pd]([P](C2C=CC=CC=2)(C2C=CC=CC=2)C2C=CC=CC=2)([P](C2C=CC=CC=2)(C2C=CC=CC=2)C2C=CC=CC=2)[P](C2C=CC=CC=2)(C2C=CC=CC=2)C2C=CC=CC=2)(C2C=CC=CC=2)C2C=CC=CC=2)=CC=1.O. The product is [C:31]([C:33]1[CH:38]=[C:37]([C:14]2[CH:15]=[CH:16][C:11]([C:8]3([CH2:18][NH:19][C:20](=[O:30])[CH2:21][C:22]4[CH:27]=[C:26]([F:28])[CH:25]=[C:24]([F:29])[CH:23]=4)[CH2:9][CH2:10][N:5]([CH2:4][CH:1]4[CH2:3][CH2:2]4)[CH2:6][CH2:7]3)=[CH:12][CH:13]=2)[CH:36]=[CH:35][CH:34]=1)#[N:32]. The yield is 0.100.